From a dataset of Forward reaction prediction with 1.9M reactions from USPTO patents (1976-2016). Predict the product of the given reaction. (1) Given the reactants CN(C)C=O.[F:6][C:7]([F:19])([F:18])[C:8]1[CH:9]=[C:10]([CH:14](O)[CH:15]=[CH2:16])[CH:11]=[CH:12][CH:13]=1.S(Cl)([Cl:22])=O, predict the reaction product. The product is: [Cl:22][CH:14]([C:10]1[CH:11]=[CH:12][CH:13]=[C:8]([C:7]([F:19])([F:18])[F:6])[CH:9]=1)[CH:15]=[CH2:16]. (2) Given the reactants [Br:1][C:2]1[C:3]([CH3:25])=[C:4]([N:8]2[C:13](=[O:14])[CH:12]=[CH:11][N:10](CC3C=CC(OC)=CC=3)[C:9]2=[O:24])[CH:5]=[CH:6][CH:7]=1.FC(F)(F)S(O)(=O)=O, predict the reaction product. The product is: [Br:1][C:2]1[C:3]([CH3:25])=[C:4]([N:8]2[C:13](=[O:14])[CH:12]=[CH:11][NH:10][C:9]2=[O:24])[CH:5]=[CH:6][CH:7]=1. (3) Given the reactants [CH3:1][S:2]([C:5]1[CH:6]=[C:7]([C:11]#[C:12][C:13]2[N:18]=[C:17]([C:19]([OH:21])=O)[CH:16]=[CH:15][CH:14]=2)[CH:8]=[CH:9][CH:10]=1)(=[O:4])=[O:3].CN(C(ON1N=NC2C=CC=CC1=2)=[N+](C)C)C.F[P-](F)(F)(F)(F)F.CCN(C(C)C)C(C)C.[CH3:55][O:56][C:57]([C:59]1[C:67]2[N:66]=[C:65]([NH2:68])[NH:64][C:63]=2[CH:62]=[CH:61][CH:60]=1)=[O:58], predict the reaction product. The product is: [CH3:55][O:56][C:57]([C:59]1[C:67]2[N:66]=[C:65]([NH:68][C:19]([C:17]3[CH:16]=[CH:15][CH:14]=[C:13]([C:12]#[C:11][C:7]4[CH:8]=[CH:9][CH:10]=[C:5]([S:2]([CH3:1])(=[O:3])=[O:4])[CH:6]=4)[N:18]=3)=[O:21])[NH:64][C:63]=2[CH:62]=[CH:61][CH:60]=1)=[O:58].